From a dataset of Reaction yield outcomes from USPTO patents with 853,638 reactions. Predict the reaction yield, written as a fraction of the theoretical maximum amount of product (1.0 means a 100% yield; for example, 0.34 means a 34% yield). (1) The reactants are [Cl-].O[NH3+:3].[C:4](=[O:7])([O-])[OH:5].[Na+].CS(C)=O.[CH3:13][C:14]1([CH3:50])[CH:23]=[CH:22][C:21]2[C:16](=[CH:17][CH:18]=[C:19]([N:24]3[C:29](=[O:30])[C:28]([CH2:31][C:32]4[CH:37]=[CH:36][C:35]([C:38]5[C:39]([C:44]#[N:45])=[CH:40][CH:41]=[CH:42][CH:43]=5)=[CH:34][CH:33]=4)=[C:27]([CH2:46][CH2:47][CH3:48])[N:26]=[C:25]3[CH3:49])[CH:20]=2)[O:15]1. The catalyst is C(OCC)(=O)C. The product is [CH3:13][C:14]1([CH3:50])[CH:23]=[CH:22][C:21]2[C:16](=[CH:17][CH:18]=[C:19]([N:24]3[C:29](=[O:30])[C:28]([CH2:31][C:32]4[CH:37]=[CH:36][C:35]([C:38]5[CH:43]=[CH:42][CH:41]=[CH:40][C:39]=5[C:44]5[NH:3][C:4](=[O:7])[O:5][N:45]=5)=[CH:34][CH:33]=4)=[C:27]([CH2:46][CH2:47][CH3:48])[N:26]=[C:25]3[CH3:49])[CH:20]=2)[O:15]1. The yield is 0.740. (2) The reactants are [CH2:1]([N:7]([CH2:21][CH2:22][CH2:23][CH2:24][CH2:25][CH3:26])[S:8]([C:11]1[CH:20]=[CH:19][C:14]2[N:15]=[C:16]([CH3:18])[S:17][C:13]=2[CH:12]=1)(=[O:10])=[O:9])[CH2:2][CH2:3][CH2:4][CH2:5][CH3:6].[CH3:27][O:28][S:29]([C:32]1[CH:37]=[CH:36][C:35]([CH3:38])=[CH:34][CH:33]=1)(=[O:31])=[O:30].CCCCCC. The catalyst is C(OCC)(=O)C. The product is [S:29]([C:32]1[CH:37]=[CH:36][C:35]([CH3:38])=[CH:34][CH:33]=1)([O-:31])(=[O:30])=[O:28].[CH2:21]([N:7]([CH2:1][CH2:2][CH2:3][CH2:4][CH2:5][CH3:6])[S:8]([C:11]1[CH:20]=[CH:19][C:14]2[N+:15]([CH3:27])=[C:16]([CH3:18])[S:17][C:13]=2[CH:12]=1)(=[O:10])=[O:9])[CH2:22][CH2:23][CH2:24][CH2:25][CH3:26]. The yield is 0.780. (3) The reactants are [C:1]([C:5]1[CH:6]=[C:7]2[C:12](=[C:13]([F:15])[CH:14]=1)[C:11](=[O:16])[N:10]([C:17]1[C:18]([CH2:30][OH:31])=[C:19]([N:23]3[CH:27]=[CH:26][C:25]([C:28]#[N:29])=[N:24]3)[CH:20]=[CH:21][CH:22]=1)[N:9]=[CH:8]2)([CH3:4])([CH3:3])[CH3:2].C([OH:34])C.O. The catalyst is C(Cl)Cl. The product is [C:1]([C:5]1[CH:6]=[C:7]2[C:12](=[C:13]([F:15])[CH:14]=1)[C:11](=[O:16])[N:10]([C:17]1[C:18]([CH2:30][OH:31])=[C:19]([N:23]3[CH:27]=[CH:26][C:25]([C:28]([NH2:29])=[O:34])=[N:24]3)[CH:20]=[CH:21][CH:22]=1)[N:9]=[CH:8]2)([CH3:4])([CH3:2])[CH3:3]. The yield is 0.660. (4) The reactants are [NH3:1].[Cl:2][C:3]1[CH:8]=[C:7]2[NH:9][C:10](=[O:32])[C:11]3([CH:16]([C:17]4[CH:22]=[CH:21][CH:20]=[C:19]([Cl:23])[CH:18]=4)[CH2:15][C:14](=[O:24])[N:13]([CH2:25][C:26](F)=[O:27])[CH:12]3[C:29]([CH3:31])=[CH2:30])[C:6]2=[CH:5][CH:4]=1. The catalyst is CO. The product is [NH2:1][C:26]([CH2:25][N:13]1[C:14](=[O:24])[CH2:15][CH:16]([C:17]2[CH:22]=[CH:21][CH:20]=[C:19]([Cl:23])[CH:18]=2)[C:11]2([C:6]3[C:7](=[CH:8][C:3]([Cl:2])=[CH:4][CH:5]=3)[NH:9][C:10]2=[O:32])[CH:12]1[C:29]([CH3:31])=[CH2:30])=[O:27]. The yield is 0.389.